This data is from Reaction yield outcomes from USPTO patents with 853,638 reactions. The task is: Predict the reaction yield, written as a fraction of the theoretical maximum amount of product (1.0 means a 100% yield; for example, 0.34 means a 34% yield). The reactants are [CH3:1][C:2]1([CH3:16])[C:6]2[CH:7]=[C:8]([CH:11](O)[CH:12]([CH3:14])[CH3:13])[CH:9]=[CH:10][C:5]=2[O:4][CH2:3]1.C([SiH](CC)CC)C.FC(F)(F)C(O)=O.O. The catalyst is ClCCl. The product is [CH2:11]([C:8]1[CH:9]=[CH:10][C:5]2[O:4][CH2:3][C:2]([CH3:1])([CH3:16])[C:6]=2[CH:7]=1)[CH:12]([CH3:14])[CH3:13]. The yield is 0.870.